Task: Predict the reaction yield, written as a fraction of the theoretical maximum amount of product (1.0 means a 100% yield; for example, 0.34 means a 34% yield).. Dataset: Reaction yield outcomes from USPTO patents with 853,638 reactions (1) The reactants are [C:1]([O:5][C:6]([N:8]1[CH2:13][CH2:12][CH:11]([CH:14]=O)[CH2:10][CH2:9]1)=[O:7])([CH3:4])([CH3:3])[CH3:2].[C:16](=O)([O-])[O-].[K+].[K+].COP(C(=[N+]=[N-])C(=O)C)(=O)OC. The catalyst is CO. The product is [C:1]([O:5][C:6]([N:8]1[CH2:13][CH2:12][CH:11]([C:14]#[CH:16])[CH2:10][CH2:9]1)=[O:7])([CH3:4])([CH3:3])[CH3:2]. The yield is 0.880. (2) The reactants are Br[C:2]1[CH:3]=[C:4]([C:8]([F:31])([F:30])[CH2:9][CH2:10][C:11]2[N:15]([CH2:16][CH3:17])[C:14](=[O:18])[N:13]([CH2:19][C:20]3[CH:25]=[CH:24][C:23]([C:26]([CH3:29])([CH3:28])[CH3:27])=[CH:22][CH:21]=3)[N:12]=2)[CH:5]=[CH:6][CH:7]=1.[CH2:32]([O:34][C:35]1[CH:40]=[CH:39][C:38](B2OC(C)(C)C(C)(C)O2)=[CH:37][C:36]=1[CH2:50][C:51]([O:53][CH3:54])=[O:52])[CH3:33].C([O-])(O)=O.[Na+].N#N. The catalyst is O1CCOCC1.CCOC(C)=O.O. The product is [C:26]([C:23]1[CH:24]=[CH:25][C:20]([CH2:19][N:13]2[C:14](=[O:18])[N:15]([CH2:16][CH3:17])[C:11]([CH2:10][CH2:9][C:8]([C:4]3[CH:3]=[C:2]([C:38]4[CH:39]=[CH:40][C:35]([O:34][CH2:32][CH3:33])=[C:36]([CH2:50][C:51]([O:53][CH3:54])=[O:52])[CH:37]=4)[CH:7]=[CH:6][CH:5]=3)([F:31])[F:30])=[N:12]2)=[CH:21][CH:22]=1)([CH3:29])([CH3:28])[CH3:27]. The yield is 0.590. (3) The yield is 0.810. The catalyst is CC(N(C)C)=O. The product is [Cl:1][C:2]1[CH:26]=[CH:25][C:5]([O:6][C:7](=[O:8])[N:9]([CH3:24])[C@H:10]2[CH2:15][CH2:14][C@H:13]([C:16]#[C:17][CH2:18][N:28]([CH3:27])[CH2:29][CH2:30][CH3:31])[CH2:12][CH2:11]2)=[CH:4][CH:3]=1. The reactants are [Cl:1][C:2]1[CH:26]=[CH:25][C:5]([O:6][C:7]([N:9]([CH3:24])[C@H:10]2[CH2:15][CH2:14][C@H:13]([C:16]#[C:17][CH2:18]OS(C)(=O)=O)[CH2:12][CH2:11]2)=[O:8])=[CH:4][CH:3]=1.[CH3:27][NH:28][CH2:29][CH2:30][CH3:31]. (4) The reactants are [CH3:1][C:2]1[CH:3]=[C:4]([OH:11])[CH:5]=[CH:6][C:7]=1[N+:8]([O-:10])=[O:9].C1(P(C2C=CC=CC=2)C2C=CC=CC=2)C=CC=CC=1.O[CH:32]1[CH2:37][CH2:36][N:35]([C:38]([O:40][CH2:41][C:42]2[CH:47]=[CH:46][CH:45]=[CH:44][CH:43]=2)=[O:39])[CH2:34][CH2:33]1.N(C(OC(C)C)=O)=NC(OC(C)C)=O. The catalyst is C(Cl)Cl. The product is [CH3:1][C:2]1[CH:3]=[C:4]([O:11][CH:32]2[CH2:37][CH2:36][N:35]([C:38]([O:40][CH2:41][C:42]3[CH:43]=[CH:44][CH:45]=[CH:46][CH:47]=3)=[O:39])[CH2:34][CH2:33]2)[CH:5]=[CH:6][C:7]=1[N+:8]([O-:10])=[O:9]. The yield is 0.870. (5) The reactants are Cl[C:2]1[N:3]=[N:4][C:5]([Cl:9])=[CH:6][C:7]=1[CH3:8].O.[NH2:11][NH2:12]. No catalyst specified. The product is [Cl:9][C:5]1[N:4]=[N:3][C:2]([NH:11][NH2:12])=[C:7]([CH3:8])[CH:6]=1. The yield is 0.148.